This data is from Forward reaction prediction with 1.9M reactions from USPTO patents (1976-2016). The task is: Predict the product of the given reaction. (1) Given the reactants [Br:1][C:2]1[C:3]([C@@H:10]([NH:20][C:21](=[O:39])[CH2:22][N:23]2[C:31]3[C:30]([F:33])([F:32])[CH2:29][CH2:28][C:27]([F:35])([F:34])[C:26]=3[C:25]([CH:36]([F:38])[F:37])=[N:24]2)[CH2:11][C:12]2[CH:17]=[C:16]([F:18])[CH:15]=[C:14]([F:19])[CH:13]=2)=[N:4][C:5]([NH:8][CH3:9])=[N:6][CH:7]=1.BrC1C([C@@H](NC(=O)CN2C3C(F)(F)CCC(F)(F)C=3C(C(F)F)=N2)CC2C=C(F)C=C(F)C=2)=NC(S(C)(=O)=O)=NC=1.[CH3:81][O:82][CH2:83][CH2:84][O:85][CH2:86]CN, predict the reaction product. The product is: [Br:1][C:2]1[C:3]([C@@H:10]([NH:20][C:21](=[O:39])[CH2:22][N:23]2[C:31]3[C:30]([F:33])([F:32])[CH2:29][CH2:28][C:27]([F:34])([F:35])[C:26]=3[C:25]([CH:36]([F:37])[F:38])=[N:24]2)[CH2:11][C:12]2[CH:13]=[C:14]([F:19])[CH:15]=[C:16]([F:18])[CH:17]=2)=[N:4][C:5]([NH:8][CH2:9][CH2:81][O:82][CH2:83][CH2:84][O:85][CH3:86])=[N:6][CH:7]=1. (2) Given the reactants [C:1]([O:5][C:6](=[O:28])[C@@H:7]([N:10]1[CH:15]=[CH:14][CH:13]=[C:12]([NH:16][C:17]([O:19][CH2:20][C:21]2[CH:26]=[CH:25][CH:24]=[CH:23][CH:22]=2)=[O:18])[C:11]1=[O:27])[CH2:8][CH3:9])([CH3:4])([CH3:3])[CH3:2].[H-].[Na+].[CH2:31](I)[CH2:32][CH3:33], predict the reaction product. The product is: [C:1]([O:5][C:6](=[O:28])[C@@H:7]([N:10]1[CH:15]=[CH:14][CH:13]=[C:12]([N:16]([C:17]([O:19][CH2:20][C:21]2[CH:22]=[CH:23][CH:24]=[CH:25][CH:26]=2)=[O:18])[CH2:31][CH2:32][CH3:33])[C:11]1=[O:27])[CH2:8][CH3:9])([CH3:2])([CH3:3])[CH3:4]. (3) Given the reactants [Cl:1][C:2]1[C:11]([F:12])=[CH:10][C:9]([F:13])=[C:8]2[C:3]=1[CH:4]=[C:5]([OH:14])[N:6]=[CH:7]2.C(N(CC)CC)C.C1C=CC(N([S:29]([C:32]([F:35])([F:34])[F:33])(=[O:31])=[O:30])[S:29]([C:32]([F:35])([F:34])[F:33])(=[O:31])=[O:30])=CC=1, predict the reaction product. The product is: [Cl:1][C:2]1[C:11]([F:12])=[CH:10][C:9]([F:13])=[C:8]2[C:3]=1[CH:4]=[C:5]([O:14][S:29]([C:32]([F:35])([F:34])[F:33])(=[O:31])=[O:30])[N:6]=[CH:7]2. (4) Given the reactants [Cl:1][C:2]1[N:6]2[CH:7]=[C:8]([CH:15]3[CH2:18][CH2:17][CH2:16]3)[CH:9]=[C:10]([C:11]([F:14])([F:13])[F:12])[C:5]2=[N:4][C:3]=1[C:19](O)=[O:20].Cl.[NH:23]1[CH2:28][CH2:27][CH:26]([N:29]2[CH2:33][CH2:32][O:31][C:30]2=[O:34])[CH2:25][CH2:24]1.C(N(C(C)C)C(C)C)C.F[P-](F)(F)(F)(F)F.CN(C(ON1C2=NC=CC=C2N=N1)=[N+](C)C)C, predict the reaction product. The product is: [Cl:1][C:2]1[N:6]2[CH:7]=[C:8]([CH:15]3[CH2:18][CH2:17][CH2:16]3)[CH:9]=[C:10]([C:11]([F:12])([F:13])[F:14])[C:5]2=[N:4][C:3]=1[C:19]([N:23]1[CH2:24][CH2:25][CH:26]([N:29]2[CH2:33][CH2:32][O:31][C:30]2=[O:34])[CH2:27][CH2:28]1)=[O:20]. (5) Given the reactants N[C:2]1[CH:11]=[C:10]2[C:5]([CH2:6][CH2:7][CH2:8][C:9]2=[O:12])=[CH:4][C:3]=1[O:13][CH3:14].N([O-])=[O:16].[Na+].NC(N)=O.S(=O)(=O)(O)[O-].C1([N+]#N)C=CC=CC=1, predict the reaction product. The product is: [OH:16][C:2]1[CH:11]=[C:10]2[C:5]([CH2:6][CH2:7][CH2:8][C:9]2=[O:12])=[CH:4][C:3]=1[O:13][CH3:14]. (6) Given the reactants [C:1]([C:3]1[CH:10]=[CH:9][C:6]([CH2:7]Br)=[CH:5][CH:4]=1)#[N:2].[NH:11]1[CH:15]=[N:14][CH:13]=[N:12]1.C(=O)([O-])[O-].[K+].[K+].Cl, predict the reaction product. The product is: [N:11]1([CH2:7][C:6]2[CH:9]=[CH:10][C:3]([C:1]#[N:2])=[CH:4][CH:5]=2)[CH:15]=[N:14][CH:13]=[N:12]1. (7) Given the reactants [C:1]([O:4][C:5]1[CH:10]=[CH:9][C:8]([C:11]2[CH:16]=[CH:15][C:14]([C:17]([OH:19])=O)=[CH:13][CH:12]=2)=[CH:7][CH:6]=1)(=[O:3])[CH3:2].S(Cl)([Cl:22])=O, predict the reaction product. The product is: [C:1]([O:4][C:5]1[CH:10]=[CH:9][C:8]([C:11]2[CH:16]=[CH:15][C:14]([C:17]([Cl:22])=[O:19])=[CH:13][CH:12]=2)=[CH:7][CH:6]=1)(=[O:3])[CH3:2].